From a dataset of Catalyst prediction with 721,799 reactions and 888 catalyst types from USPTO. Predict which catalyst facilitates the given reaction. (1) Reactant: [F:1][C:2]1[CH:7]=[CH:6][C:5]([O:8][CH3:9])=[CH:4][C:3]=1[C:10]1[CH:15]=[CH:14][C:13]([O:16][CH2:17][C:18]2[CH:23]=[C:22]([CH2:24][CH2:25][C:26]([O:28]CC)=[O:27])[CH:21]=[CH:20][N:19]=2)=[CH:12][C:11]=1[CH2:31][C:32]([CH3:35])([CH3:34])[CH3:33].[OH-].[Na+].Cl. Product: [CH3:33][C:32]([CH3:35])([CH3:34])[CH2:31][C:11]1[CH:12]=[C:13]([O:16][CH2:17][C:18]2[CH:23]=[C:22]([CH2:24][CH2:25][C:26]([OH:28])=[O:27])[CH:21]=[CH:20][N:19]=2)[CH:14]=[CH:15][C:10]=1[C:3]1[CH:4]=[C:5]([O:8][CH3:9])[CH:6]=[CH:7][C:2]=1[F:1]. The catalyst class is: 36. (2) Reactant: C1(P(C2CCCCC2)C2CCCCC2)CCCCC1.[CH2:20]([O:22][C:23]([C:25]1[NH:26][C:27]2[C:32]([CH:33]=1)=[CH:31][C:30](Br)=[CH:29][CH:28]=2)=[O:24])[CH3:21].CC([O-])=O.[K+].[B:40]1([B:40]2[O:44][C:43]([CH3:46])([CH3:45])[C:42]([CH3:48])([CH3:47])[O:41]2)[O:44][C:43]([CH3:46])([CH3:45])[C:42]([CH3:48])([CH3:47])[O:41]1. Product: [CH2:20]([O:22][C:23]([C:25]1[NH:26][C:27]2[C:32]([CH:33]=1)=[CH:31][C:30]([B:40]1[O:44][C:43]([CH3:46])([CH3:45])[C:42]([CH3:48])([CH3:47])[O:41]1)=[CH:29][CH:28]=2)=[O:24])[CH3:21]. The catalyst class is: 102.